Dataset: Forward reaction prediction with 1.9M reactions from USPTO patents (1976-2016). Task: Predict the product of the given reaction. (1) Given the reactants Br[C:2]1[CH:7]=[CH:6][C:5]([CH:8]2[O:13][CH2:12][CH2:11][N:10]([C:14]([O:16][C:17]([CH3:20])([CH3:19])[CH3:18])=[O:15])[CH2:9]2)=[CH:4][CH:3]=1.C([Li])CCC.CON(C)[C:29](=[O:31])[CH3:30], predict the reaction product. The product is: [C:29]([C:2]1[CH:7]=[CH:6][C:5]([CH:8]2[O:13][CH2:12][CH2:11][N:10]([C:14]([O:16][C:17]([CH3:20])([CH3:19])[CH3:18])=[O:15])[CH2:9]2)=[CH:4][CH:3]=1)(=[O:31])[CH3:30]. (2) Given the reactants Cl[C:2]1[C:3]2[S:10][C:9]([C:11]([NH2:13])=[O:12])=[CH:8][C:4]=2[N:5]=[CH:6][N:7]=1.[NH:14]1[CH2:19][CH2:18][CH:17]([CH2:20][CH2:21][NH:22][C:23](=[O:28])[C:24]([CH3:27])([CH3:26])[CH3:25])[CH2:16][CH2:15]1.CCN(C(C)C)C(C)C, predict the reaction product. The product is: [C:23]([NH:22][CH2:21][CH2:20][CH:17]1[CH2:18][CH2:19][N:14]([C:2]2[C:3]3[S:10][C:9]([C:11]([NH2:13])=[O:12])=[CH:8][C:4]=3[N:5]=[CH:6][N:7]=2)[CH2:15][CH2:16]1)(=[O:28])[C:24]([CH3:26])([CH3:27])[CH3:25]. (3) Given the reactants [C:1]([O:5][C:6]([N:8]1[CH2:13][CH2:12][CH:11]([C:14]#[C:15][CH2:16][OH:17])[CH2:10][CH2:9]1)=[O:7])([CH3:4])([CH3:3])[CH3:2], predict the reaction product. The product is: [C:1]([O:5][C:6]([N:8]1[CH2:13][CH2:12][CH:11]([CH2:14][CH2:15][CH2:16][OH:17])[CH2:10][CH2:9]1)=[O:7])([CH3:4])([CH3:3])[CH3:2]. (4) The product is: [CH2:2]([O:9][C@H:10]([CH3:25])[C@H:11]([O:12][C:13]1[C:18]([C:19]([F:22])([F:21])[F:20])=[CH:17][N:16]=[C:15]([NH:26][C:27]2[CH:28]=[CH:29][C:30]([S:33]([CH:42]3[CH2:44][CH2:43]3)(=[N:35][C:36](=[O:41])[C:37]([F:40])([F:38])[F:39])=[O:34])=[CH:31][CH:32]=2)[N:14]=1)[CH3:24])[C:3]1[CH:8]=[CH:7][CH:6]=[CH:5][CH:4]=1. Given the reactants Cl.[CH2:2]([O:9][C@H:10]([CH3:25])[C@@H:11]([CH3:24])[O:12][C:13]1[C:18]([C:19]([F:22])([F:21])[F:20])=[CH:17][N:16]=[C:15](Cl)[N:14]=1)[C:3]1[CH:8]=[CH:7][CH:6]=[CH:5][CH:4]=1.[NH2:26][C:27]1[CH:32]=[CH:31][C:30]([S:33]([CH:42]2[CH2:44][CH2:43]2)(=[N:35][C:36](=[O:41])[C:37]([F:40])([F:39])[F:38])=[O:34])=[CH:29][CH:28]=1, predict the reaction product. (5) Given the reactants [NH:1]([C:7]([O:9][CH2:10][CH:11]1[C:23]2[C:18](=[CH:19][CH:20]=[CH:21][CH:22]=2)[C:17]2[C:12]1=[CH:13][CH:14]=[CH:15][CH:16]=2)=[O:8])[C@H:2]([C:4]([OH:6])=[O:5])[CH3:3].I[CH2:25][C:26]([O:28]C(C)(C)C)=[O:27].CCN(C(C)C)C(C)C, predict the reaction product. The product is: [NH:1]([C:7]([O:9][CH2:10][CH:11]1[C:12]2[C:17](=[CH:16][CH:15]=[CH:14][CH:13]=2)[C:18]2[C:23]1=[CH:22][CH:21]=[CH:20][CH:19]=2)=[O:8])[C@H:2]([C:4]([O:6][CH2:25][C:26]([OH:28])=[O:27])=[O:5])[CH3:3]. (6) Given the reactants [CH:1]([C:4]1[C:13]2[C:8](=[N:9][CH:10]=[CH:11][CH:12]=2)[NH:7][C:6](=O)[CH:5]=1)([CH3:3])[CH3:2].O=P(Cl)(Cl)[Cl:17], predict the reaction product. The product is: [Cl:17][C:6]1[CH:5]=[C:4]([CH:1]([CH3:3])[CH3:2])[C:13]2[C:8](=[N:9][CH:10]=[CH:11][CH:12]=2)[N:7]=1.